Dataset: Forward reaction prediction with 1.9M reactions from USPTO patents (1976-2016). Task: Predict the product of the given reaction. (1) Given the reactants Br[CH2:2][CH2:3][CH2:4][CH2:5][CH2:6][C:7]([O:9][CH:10]([CH:21]([CH2:32][CH2:33][CH2:34]/[CH:35]=[CH:36]\[CH2:37][CH2:38][CH2:39][CH2:40][CH3:41])[CH2:22][CH2:23][CH2:24]/[CH:25]=[CH:26]\[CH2:27][CH2:28][CH2:29][CH2:30][CH3:31])[CH2:11][CH2:12][CH2:13]/[CH:14]=[CH:15]\[CH2:16][CH2:17][CH2:18][CH2:19][CH3:20])=[O:8].[CH3:42][NH:43][CH3:44], predict the reaction product. The product is: [CH3:42][N:43]([CH3:44])[CH2:2][CH2:3][CH2:4][CH2:5][CH2:6][C:7]([O:9][CH:10]([CH:21]([CH2:32][CH2:33][CH2:34]/[CH:35]=[CH:36]\[CH2:37][CH2:38][CH2:39][CH2:40][CH3:41])[CH2:22][CH2:23][CH2:24]/[CH:25]=[CH:26]\[CH2:27][CH2:28][CH2:29][CH2:30][CH3:31])[CH2:11][CH2:12][CH2:13]/[CH:14]=[CH:15]\[CH2:16][CH2:17][CH2:18][CH2:19][CH3:20])=[O:8]. (2) Given the reactants [O:1]=[C:2]1[C:26]2[C:21](=[CH:22][CH:23]=[CH:24][CH:25]=2)[O:20][C:4]2([CH2:9][CH2:8][N:7]([C:10]([O:12][CH2:13][C:14]3[CH:19]=[CH:18][CH:17]=[CH:16][CH:15]=3)=[O:11])[CH2:6][CH2:5]2)[CH2:3]1.C(O)(C)C.CB1N2CCC[C@H]2C(C2C=CC=CC=2)(C2C=CC=CC=2)O1.C(=O)=O, predict the reaction product. The product is: [OH:1][C@H:2]1[C:26]2[C:21](=[CH:22][CH:23]=[CH:24][CH:25]=2)[O:20][C:4]2([CH2:9][CH2:8][N:7]([C:10]([O:12][CH2:13][C:14]3[CH:19]=[CH:18][CH:17]=[CH:16][CH:15]=3)=[O:11])[CH2:6][CH2:5]2)[CH2:3]1.